The task is: Predict which catalyst facilitates the given reaction.. This data is from Catalyst prediction with 721,799 reactions and 888 catalyst types from USPTO. (1) Reactant: C1(P(C2C=CC=CC=2)C2C=CC=CC=2)C=CC=CC=1.CCOC(/N=N/C(OCC)=O)=O.[Cl:32][C:33]1[CH:34]=[C:35]([C:46]2[C:54]3[C:49](=[N:50][CH:51]=[N:52][C:53]=3[NH2:55])[NH:48][N:47]=2)[CH:36]=[CH:37][C:38]=1[O:39][C:40]1[CH:45]=[CH:44][CH:43]=[CH:42][CH:41]=1.O[C@H:57]1[CH2:62][CH2:61][CH2:60][N:59]([C:63]([O:65][C:66]([CH3:69])([CH3:68])[CH3:67])=[O:64])[CH2:58]1. Product: [NH2:55][C:53]1[N:52]=[CH:51][N:50]=[C:49]2[N:48]([C@@H:61]3[CH2:62][CH2:57][CH2:58][N:59]([C:63]([O:65][C:66]([CH3:69])([CH3:68])[CH3:67])=[O:64])[CH2:60]3)[N:47]=[C:46]([C:35]3[CH:36]=[CH:37][C:38]([O:39][C:40]4[CH:41]=[CH:42][CH:43]=[CH:44][CH:45]=4)=[C:33]([Cl:32])[CH:34]=3)[C:54]=12. The catalyst class is: 1. (2) Reactant: Cl.[NH2:2][CH:3]1[CH2:8][CH2:7][O:6][CH2:5][CH2:4]1.C([O-])(O)=O.[Na+].Cl[C:15]([O:17][C:18]([CH3:20])=[CH2:19])=[O:16]. Product: [CH2:19]=[C:18]([O:17][C:15](=[O:16])[NH:2][CH:3]1[CH2:8][CH2:7][O:6][CH2:5][CH2:4]1)[CH3:20]. The catalyst class is: 25. (3) Reactant: [O:1]=[C:2]1[N:13]([CH:14]2[CH:21]3[CH2:22][C:17]4([C:24]([NH2:26])=O)[CH2:18][CH:19]([CH2:23][CH:15]2[CH2:16]4)[CH2:20]3)[C:5]2=[C:6]3[CH:12]=[CH:11][NH:10][C:7]3=[N:8][CH:9]=[C:4]2[NH:3]1.ClC1N=C(Cl)N=C(Cl)N=1.C(=O)([O-])O.[Na+]. Product: [O:1]=[C:2]1[N:13]([CH:14]2[CH:21]3[CH2:22][C:17]4([C:24]#[N:26])[CH2:18][CH:19]([CH2:23][CH:15]2[CH2:16]4)[CH2:20]3)[C:5]2=[C:6]3[CH:12]=[CH:11][NH:10][C:7]3=[N:8][CH:9]=[C:4]2[NH:3]1. The catalyst class is: 9. (4) Reactant: [CH3:1][O:2][C:3]1[CH:8]=[CH:7][C:6]([S:9]([CH:12]2[S:16][C:15](=[O:17])[NH:14][C:13]2=[O:18])(=[O:11])=[O:10])=[CH:5][CH:4]=1.Br[CH2:20][C:21]1[CH:26]=[CH:25][C:24]([C:27]2[CH:32]=[CH:31][CH:30]=[C:29]([C:33]([F:36])([F:35])[F:34])[CH:28]=2)=[CH:23][CH:22]=1. Product: [CH3:1][O:2][C:3]1[CH:8]=[CH:7][C:6]([S:9]([C:12]2([CH2:20][C:21]3[CH:22]=[CH:23][C:24]([C:27]4[CH:32]=[CH:31][CH:30]=[C:29]([C:33]([F:34])([F:35])[F:36])[CH:28]=4)=[CH:25][CH:26]=3)[S:16][C:15](=[O:17])[NH:14][C:13]2=[O:18])(=[O:10])=[O:11])=[CH:5][CH:4]=1. The catalyst class is: 9. (5) Reactant: [Cl:1][C:2]1[CH:3]=[C:4]([CH:27]=[CH:28][CH:29]=1)[CH2:5][N:6]1[C:10]([C:11]([F:14])([F:13])[F:12])=[CH:9][C:8]([C:15]2[CH:20]=[CH:19][C:18]([Cl:21])=[CH:17][CH:16]=2)=[C:7]1[C:22]([O:24]CC)=[O:23].O[Li].O. Product: [Cl:1][C:2]1[CH:3]=[C:4]([CH:27]=[CH:28][CH:29]=1)[CH2:5][N:6]1[C:10]([C:11]([F:13])([F:12])[F:14])=[CH:9][C:8]([C:15]2[CH:16]=[CH:17][C:18]([Cl:21])=[CH:19][CH:20]=2)=[C:7]1[C:22]([OH:24])=[O:23]. The catalyst class is: 88. (6) Reactant: Cl[C:2]1[C:3](=[O:16])[NH:4][C:5]2[C:10]([N:11]=1)=[CH:9][C:8]([C:12]([O:14][CH3:15])=[O:13])=[CH:7][CH:6]=2.[CH3:17][C@H:18]([NH2:21])[CH2:19][CH3:20].CCN(C(C)C)C(C)C. Product: [C@@H:18]([NH:21][C:2]1[C:3](=[O:16])[NH:4][C:5]2[C:10]([N:11]=1)=[CH:9][C:8]([C:12]([O:14][CH3:15])=[O:13])=[CH:7][CH:6]=2)([CH2:19][CH3:20])[CH3:17]. The catalyst class is: 16. (7) Reactant: [CH3:1][O:2][C:3]([C:5]1[S:9][C:8]([C:10]#[C:11][CH2:12][NH:13][C@H:14]([CH2:22][CH2:23][C:24]([O:26]C(C)(C)C)=O)[C:15]([O:17][C:18]([CH3:21])([CH3:20])[CH3:19])=[O:16])=[CH:7][CH:6]=1)=[O:4].COC(=O)CC1C=CC(CN2C(=O)CC[C@@H]2C(OC(C)(C)C)=O)=CC=1. Product: [CH3:1][O:2][C:3]([C:5]1[S:9][C:8]([C:10]#[C:11][CH2:12][N:13]2[C:24](=[O:26])[CH2:23][CH2:22][C@@H:14]2[C:15]([O:17][C:18]([CH3:21])([CH3:20])[CH3:19])=[O:16])=[CH:7][CH:6]=1)=[O:4]. The catalyst class is: 13. (8) Reactant: [CH3:1][C:2]1[N:3]([C:8]2[C:9]([CH3:20])=[CH:10][C:11]([CH3:19])=[C:12]3[C:17]=2[N:16]=[C:15]([CH3:18])[CH:14]=[CH:13]3)[C:4]([SH:7])=[N:5][N:6]=1.[CH3:21][C:22]1[CH:27]=[C:26]([S:28](=[O:31])(=[O:30])[NH2:29])[CH:25]=[CH:24][C:23]=1[NH:32][C:33](=[O:36])[CH2:34]Cl.C(=O)([O-])[O-].[K+].[K+].O. Product: [CH3:21][C:22]1[CH:27]=[C:26]([S:28](=[O:30])(=[O:31])[NH2:29])[CH:25]=[CH:24][C:23]=1[NH:32][C:33](=[O:36])[CH2:34][S:7][C:4]1[N:3]([C:8]2[C:9]([CH3:20])=[CH:10][C:11]([CH3:19])=[C:12]3[C:17]=2[N:16]=[C:15]([CH3:18])[CH:14]=[CH:13]3)[C:2]([CH3:1])=[N:6][N:5]=1. The catalyst class is: 9. (9) Reactant: [NH2:1][C:2]1[C:7]([C:8](=[O:10])[NH2:9])=[CH:6][CH:5]=[CH:4][C:3]=1[NH:11][C:12]([C:14]1([CH3:34])[CH2:23][C:22]2[C:17](=[CH:18][CH:19]=[CH:20][CH:21]=2)[CH2:16][N:15]1[C:24]([O:26][CH2:27][C:28]1[CH:33]=[CH:32][CH:31]=[CH:30][CH:29]=1)=[O:25])=O. Product: [C:8]([C:7]1[C:2]2[N:1]=[C:12]([C:14]3([CH3:34])[CH2:23][C:22]4[C:17](=[CH:18][CH:19]=[CH:20][CH:21]=4)[CH2:16][N:15]3[C:24]([O:26][CH2:27][C:28]3[CH:29]=[CH:30][CH:31]=[CH:32][CH:33]=3)=[O:25])[NH:11][C:3]=2[CH:4]=[CH:5][CH:6]=1)(=[O:10])[NH2:9]. The catalyst class is: 15.